From a dataset of Catalyst prediction with 721,799 reactions and 888 catalyst types from USPTO. Predict which catalyst facilitates the given reaction. Reactant: [CH3:1][S:2]([CH2:4][CH2:5][P:6]([CH2:29][CH2:30][O:31][C:32]1[C:33]([O:48][CH3:49])=[CH:34][C:35]2[C:41](=[O:42])[N:40]3[CH2:43][C:44](=[CH2:46])[CH2:45][C@H:39]3[CH:38]=[N:37][C:36]=2[CH:47]=1)([CH2:8][CH2:9][O:10][C:11]1[C:12]([O:27][CH3:28])=[CH:13][C:14]2[C:20](=[O:21])[N:19]3[CH2:22][C:23](=[CH2:25])[CH2:24][C@H:18]3[CH:17]=[N:16][C:15]=2[CH:26]=1)=[O:7])=[S:3].[BH4-].[Na+].COCCOCCOC. The catalyst class is: 429. Product: [CH3:49][O:48][C:33]1[C:32]([O:31][CH2:30][CH2:29][P:6]([CH2:8][CH2:9][O:10][C:11]2[C:12]([O:27][CH3:28])=[CH:13][C:14]3[C:20](=[O:21])[N:19]4[CH2:22][C:23](=[CH2:25])[CH2:24][C@H:18]4[CH2:17][NH:16][C:15]=3[CH:26]=2)([CH2:5][CH2:4][S:2]([CH3:1])=[S:3])=[O:7])=[CH:47][C:36]2[N:37]=[CH:38][C@@H:39]3[CH2:45][C:44](=[CH2:46])[CH2:43][N:40]3[C:41](=[O:42])[C:35]=2[CH:34]=1.